This data is from Full USPTO retrosynthesis dataset with 1.9M reactions from patents (1976-2016). The task is: Predict the reactants needed to synthesize the given product. Given the product [I:6][C:7]1[CH:8]=[CH:9][C:10]([CH2:13][CH:14]([NH:16][C:2](=[O:3])[O:4][CH3:5])[CH3:15])=[CH:11][CH:12]=1, predict the reactants needed to synthesize it. The reactants are: Cl[C:2]([O:4][CH3:5])=[O:3].[I:6][C:7]1[CH:12]=[CH:11][C:10]([CH2:13][CH:14]([NH2:16])[CH3:15])=[CH:9][CH:8]=1.N1C=CC=CC=1.